This data is from Catalyst prediction with 721,799 reactions and 888 catalyst types from USPTO. The task is: Predict which catalyst facilitates the given reaction. (1) Reactant: [C:1]([C:5]1[CH:10]=[CH:9][C:8]([NH:11][C:12](=[O:21])[NH:13][CH2:14][CH2:15][C:16]([O:18]CC)=[O:17])=[CH:7][CH:6]=1)([CH3:4])([CH3:3])[CH3:2].[OH-].[Na+].Cl. Product: [C:1]([C:5]1[CH:6]=[CH:7][C:8]([NH:11][C:12](=[O:21])[NH:13][CH2:14][CH2:15][C:16]([OH:18])=[O:17])=[CH:9][CH:10]=1)([CH3:4])([CH3:2])[CH3:3]. The catalyst class is: 20. (2) Reactant: [CH3:1][S:2]([C:5]1[CH:10]=[CH:9][C:8]([C:11]2[CH:16]=[CH:15][C:14]([O:17][CH2:18][CH:19]3[CH2:24][CH2:23][N:22]([C:25]([C:27]4([C:31]([F:34])([F:33])[F:32])[CH2:30][CH2:29][CH2:28]4)=O)[CH2:21][CH2:20]3)=[CH:13][CH:12]=2)=[CH:7][CH:6]=1)(=[O:4])=[O:3].[H-].[H-].[H-].[H-].[Li+].[Al+3].O. Product: [CH3:1][S:2]([C:5]1[CH:10]=[CH:9][C:8]([C:11]2[CH:12]=[CH:13][C:14]([O:17][CH2:18][CH:19]3[CH2:20][CH2:21][N:22]([CH2:25][C:27]4([C:31]([F:33])([F:34])[F:32])[CH2:28][CH2:29][CH2:30]4)[CH2:23][CH2:24]3)=[CH:15][CH:16]=2)=[CH:7][CH:6]=1)(=[O:4])=[O:3]. The catalyst class is: 1. (3) Reactant: [F:1][C:2]([F:16])([F:15])[C@:3]([C:6]1[CH:14]=[CH:13][C:9]([C:10]([OH:12])=O)=[CH:8][CH:7]=1)([OH:5])[CH3:4].CN(C(ON1N=NC2C=CC=CC1=2)=[N+](C)C)C.F[P-](F)(F)(F)(F)F.C1C=CC2N(O)N=NC=2C=1.CCN(C(C)C)C(C)C.[CH:60]1([NH:63][CH:64]2[CH2:69][CH2:68][CH:67]([CH2:70][CH2:71][C:72]#[N:73])[CH2:66][CH2:65]2)[CH2:62][CH2:61]1.Cl. Product: [C:72]([CH2:71][CH2:70][CH:67]1[CH2:68][CH2:69][CH:64]([N:63]([CH:60]2[CH2:62][CH2:61]2)[C:10](=[O:12])[C:9]2[CH:8]=[CH:7][C:6]([C@@:3]([OH:5])([CH3:4])[C:2]([F:1])([F:16])[F:15])=[CH:14][CH:13]=2)[CH2:65][CH2:66]1)#[N:73]. The catalyst class is: 3.